Predict the reaction yield, written as a fraction of the theoretical maximum amount of product (1.0 means a 100% yield; for example, 0.34 means a 34% yield). From a dataset of Reaction yield outcomes from USPTO patents with 853,638 reactions. The reactants are [F:1][CH:2]([F:11])[O:3][C:4]1[CH:9]=[CH:8][C:7](I)=[CH:6][CH:5]=1.[C:12]([Si:14]([CH3:17])([CH3:16])[CH3:15])#[CH:13]. The catalyst is C(N(CC)CC)C.C(#N)C.C1C=CC([P]([Pd]([P](C2C=CC=CC=2)(C2C=CC=CC=2)C2C=CC=CC=2)([P](C2C=CC=CC=2)(C2C=CC=CC=2)C2C=CC=CC=2)[P](C2C=CC=CC=2)(C2C=CC=CC=2)C2C=CC=CC=2)(C2C=CC=CC=2)C2C=CC=CC=2)=CC=1.[Cu](I)I. The product is [F:1][CH:2]([F:11])[O:3][C:4]1[CH:9]=[CH:8][C:7]([C:13]#[C:12][Si:14]([CH3:17])([CH3:16])[CH3:15])=[CH:6][CH:5]=1. The yield is 0.960.